Dataset: Reaction yield outcomes from USPTO patents with 853,638 reactions. Task: Predict the reaction yield, written as a fraction of the theoretical maximum amount of product (1.0 means a 100% yield; for example, 0.34 means a 34% yield). (1) The reactants are [C:1]([O:4][C:5]1[CH:10]=[CH:9][C:8]([O:11]C=O)=[CH:7][C:6]=1[O:14]C)(=O)C.O.[Li+].[OH-]. The catalyst is C1COCC1. The product is [CH3:1][O:4][C:5]1[CH:10]=[CH:9][C:8]([OH:11])=[CH:7][C:6]=1[OH:14]. The yield is 0.400. (2) The reactants are [CH3:1][O:2][C:3]1[N:4]=[C:5]([CH3:13])[C:6]([C:9]([O:11]C)=[O:10])=[N:7][CH:8]=1.[OH-].[Na+]. The catalyst is CO. The product is [CH3:1][O:2][C:3]1[N:4]=[C:5]([CH3:13])[C:6]([C:9]([OH:11])=[O:10])=[N:7][CH:8]=1. The yield is 0.960. (3) The reactants are [C:1]([C:5]1[CH:10]=[CH:9][C:8]([C:11]2[CH:12]=[CH:13][CH:14]=[C:15]3[C:19]=2[CH2:18][C:17]([CH3:20])=[CH:16]3)=[CH:7][CH:6]=1)([CH3:4])([CH3:3])[CH3:2].[Li]CCCC.[C:26]([C:30]1[CH:38]=[C:37]2[C:33]([CH:34]=[C:35]([CH3:43])[CH:36]2[Si:39](Cl)([CH3:41])[CH3:40])=[C:32]([C:44]2[CH:49]=[CH:48][CH:47]=[CH:46][CH:45]=2)[C:31]=1[O:50][CH3:51])([CH3:29])([CH3:28])[CH3:27].O. The catalyst is CCOCC.C([Cu])#N. The product is [C:26]([C:30]1[CH:38]=[C:37]2[C:33]([CH:34]=[C:35]([CH3:43])[CH:36]2[Si:39]([CH:16]2[C:15]3[C:19](=[C:11]([C:8]4[CH:9]=[CH:10][C:5]([C:1]([CH3:4])([CH3:2])[CH3:3])=[CH:6][CH:7]=4)[CH:12]=[CH:13][CH:14]=3)[CH:18]=[C:17]2[CH3:20])([CH3:41])[CH3:40])=[C:32]([C:44]2[CH:45]=[CH:46][CH:47]=[CH:48][CH:49]=2)[C:31]=1[O:50][CH3:51])([CH3:27])([CH3:28])[CH3:29]. The yield is 0.910. (4) The reactants are [OH:1][N:2]=[C:3]([Cl:14])[C@H:4]1[CH2:8][O:7][C:6]2([CH2:13][CH2:12][CH2:11][CH2:10][CH2:9]2)[O:5]1.[CH3:15][S:16](Cl)(=[O:18])=[O:17].C(N(C(C)C)C(C)C)C. The catalyst is C1COCC1. The product is [CH3:15][S:16]([O:1][N:2]=[C:3]([Cl:14])[C@H:4]1[CH2:8][O:7][C:6]2([CH2:13][CH2:12][CH2:11][CH2:10][CH2:9]2)[O:5]1)(=[O:18])=[O:17]. The yield is 0.738. (5) The reactants are [CH3:1][C:2]1[CH:13]=[C:6]2[C:7]([O:9][C:10](=[O:12])[NH:11][C:5]2=[CH:4][CH:3]=1)=[O:8].[N+:14]([O-])([O-:16])=[O:15].[K+]. The catalyst is OS(O)(=O)=O. The product is [CH3:1][C:2]1[CH:13]=[C:6]2[C:7]([O:9][C:10](=[O:12])[NH:11][C:5]2=[C:4]([N+:14]([O-:16])=[O:15])[CH:3]=1)=[O:8]. The yield is 0.440. (6) The reactants are [C:1]([N:8]1[CH2:13][CH2:12][O:11][C@H:10]([CH2:14][C:15]2[CH:20]=[CH:19][CH:18]=[C:17]([CH2:21]O)[CH:16]=2)[CH2:9]1)([O:3][C:4]([CH3:7])([CH3:6])[CH3:5])=[O:2].C([N:30]1[CH2:35][CH2:34]O[C@H:32]([CH2:36][C:37]2C=CC=C(Br)C=2)[CH2:31]1)(OC(C)(C)C)=O.C1(C)C=CC=CC=1P(C1C=CC=CC=1C)C1C=CC=CC=1C.C(C1C=CN=CC=1)=C.C(N(CC)CC)C. The catalyst is CC#N.C([O-])(=O)C.[Pd+2].C([O-])(=O)C. The product is [C:1]([N:8]1[CH2:13][CH2:12][O:11][C@H:10]([CH2:14][C:15]2[CH:20]=[CH:19][CH:18]=[C:17]([CH:21]=[CH:37][C:36]3[CH:32]=[CH:31][N:30]=[CH:35][CH:34]=3)[CH:16]=2)[CH2:9]1)([O:3][C:4]([CH3:5])([CH3:6])[CH3:7])=[O:2]. The yield is 0.570.